From a dataset of Catalyst prediction with 721,799 reactions and 888 catalyst types from USPTO. Predict which catalyst facilitates the given reaction. Reactant: [NH2:1][C:2]1[CH:6]=[C:5]([CH3:7])[NH:4][C:3]=1[C:8]([O:10]CC)=O.[CH3:13][O:14][C:15]([NH:17][C:18](=[N:21]C(OC)=O)SC)=[O:16].CC(O)=O.C[O-].[Na+]. Product: [CH3:7][C:5]1[NH:4][C:3]2[C:8](=[O:10])[NH:21][C:18]([NH:17][C:15](=[O:16])[O:14][CH3:13])=[N:1][C:2]=2[CH:6]=1. The catalyst class is: 5.